This data is from Catalyst prediction with 721,799 reactions and 888 catalyst types from USPTO. The task is: Predict which catalyst facilitates the given reaction. (1) Reactant: [NH:1]1[CH2:6][CH2:5][CH:4]([N:7]2[CH2:12][CH2:11][O:10][CH2:9][CH2:8]2)[CH2:3][CH2:2]1.[ClH:13]. Product: [ClH:13].[NH:1]1[CH2:6][CH2:5][CH:4]([N:7]2[CH2:12][CH2:11][O:10][CH2:9][CH2:8]2)[CH2:3][CH2:2]1. The catalyst class is: 8. (2) Reactant: [CH2:1]([O:8][C:9]1[C:17]2[C:12](=[N:13][CH:14]=[CH:15][CH:16]=2)[S:11][C:10]=1C(O)=O)[C:2]1[CH:7]=[CH:6][CH:5]=[CH:4][CH:3]=1.C1(P(N=[N+]=[N-])(C2C=CC=CC=2)=[O:28])C=CC=CC=1.[NH2:38][C:39]1[C:40]([OH:50])=[C:41]([S:46]([NH2:49])(=[O:48])=[O:47])[C:42]([Cl:45])=[CH:43][CH:44]=1.C([N:53]([CH2:56]C)CC)C. Product: [NH2:49][S:46]([C:41]1[C:40]([OH:50])=[C:39]([NH:38][C:56]([NH:53][C:10]2[S:11][C:12]3=[N:13][CH:14]=[CH:15][CH:16]=[C:17]3[C:9]=2[O:8][CH2:1][C:2]2[CH:3]=[CH:4][CH:5]=[CH:6][CH:7]=2)=[O:28])[CH:44]=[CH:43][C:42]=1[Cl:45])(=[O:48])=[O:47]. The catalyst class is: 9. (3) Reactant: [H-].[Na+].[NH:3]1[CH:7]=[CH:6][CH:5]=[N:4]1.[Br:8][C:9]1[CH:14]=[C:13]([F:15])[C:12](F)=[CH:11][C:10]=1[F:17]. Product: [Br:8][C:9]1[C:10]([F:17])=[CH:11][C:12]([N:3]2[CH:7]=[CH:6][CH:5]=[N:4]2)=[C:13]([F:15])[CH:14]=1. The catalyst class is: 31. (4) Reactant: Cl.Cl.[NH2:3][CH:4]([C:16]1[CH:21]=[CH:20][C:19]([O:22][CH3:23])=[CH:18][CH:17]=1)[C:5]([O:7][C@@H:8]1[CH:13]2[CH2:14][CH2:15][N:10]([CH2:11][CH2:12]2)[CH2:9]1)=[O:6].C(N(CC)CC)C.[C:31](Cl)(=[O:38])[C:32]1[CH:37]=[CH:36][CH:35]=[CH:34][CH:33]=1. Product: [C:31]([NH:3][CH:4]([C:16]1[CH:17]=[CH:18][C:19]([O:22][CH3:23])=[CH:20][CH:21]=1)[C:5]([O:7][C@@H:8]1[CH:13]2[CH2:12][CH2:11][N:10]([CH2:15][CH2:14]2)[CH2:9]1)=[O:6])(=[O:38])[C:32]1[CH:37]=[CH:36][CH:35]=[CH:34][CH:33]=1. The catalyst class is: 2. (5) Reactant: [S:1]1[CH:5]=[CH:4][C:3]([C:6]2[CH:7]=[C:8]([N:12]3[C:16]4[CH:17]=[C:18]([C:20]([O:22]CC)=[O:21])[NH:19][C:15]=4[N:14]=[CH:13]3)[CH:9]=[CH:10][CH:11]=2)=[CH:2]1.[OH-].[Na+].Cl. Product: [S:1]1[CH:5]=[CH:4][C:3]([C:6]2[CH:7]=[C:8]([N:12]3[C:16]4[CH:17]=[C:18]([C:20]([OH:22])=[O:21])[NH:19][C:15]=4[N:14]=[CH:13]3)[CH:9]=[CH:10][CH:11]=2)=[CH:2]1. The catalyst class is: 1. (6) The catalyst class is: 81. Reactant: Cl[C:2]1[N:7]=[C:6]([S:8][CH3:9])[N:5]=[C:4]([NH:10][C:11]2[NH:15][N:14]=[C:13]([CH3:16])[CH:12]=2)[CH:3]=1.Cl.[CH:18]1([C:21]2([F:25])[CH2:24][NH:23][CH2:22]2)[CH2:20][CH2:19]1.C(N(C(C)C)CC)(C)C.C(O)(C)C. Product: [CH:18]1([C:21]2([F:25])[CH2:24][N:23]([C:2]3[N:7]=[C:6]([S:8][CH3:9])[N:5]=[C:4]([NH:10][C:11]4[NH:15][N:14]=[C:13]([CH3:16])[CH:12]=4)[CH:3]=3)[CH2:22]2)[CH2:20][CH2:19]1. (7) Reactant: Br[C:2]1[C:10]2[C:5](=[CH:6][CH:7]=[C:8]([Cl:11])[CH:9]=2)[NH:4][C:3]=1[C:12]([O:14][CH2:15][CH3:16])=[O:13].[CH:17]1([SH:23])[CH2:22][CH2:21][CH2:20][CH2:19][CH2:18]1.C(=O)([O-])[O-].[K+].[K+]. Product: [Cl:11][C:8]1[CH:9]=[C:10]2[C:5](=[CH:6][CH:7]=1)[NH:4][C:3]([C:12]([O:14][CH2:15][CH3:16])=[O:13])=[C:2]2[S:23][CH:17]1[CH2:22][CH2:21][CH2:20][CH2:19][CH2:18]1. The catalyst class is: 21. (8) Reactant: CCN(C(C)C)C(C)C.[CH2:10]([O:12][C:13]1[C:22]([O:23][CH3:24])=[CH:21][C:20]2[C:19]([C:25]3[CH:33]=[CH:32][C:28]([C:29](O)=[O:30])=[CH:27][CH:26]=3)=[N:18][C@@H:17]3[CH2:34][CH2:35][S:36][CH2:37][C@@H:16]3[C:15]=2[CH:14]=1)[CH3:11].Cl.[F:39][C:40]1[CH:41]=[C:42]([CH:67]=[C:68]([F:72])[C:69]=1[O:70][CH3:71])[CH2:43][N:44]1[C:49]2[CH:50]=[C:51]([C:53]3[CH:58]=[CH:57][CH:56]=[CH:55][CH:54]=3)[S:52][C:48]=2[C:47](=[O:59])[N:46]([CH:60]2[CH2:65][CH2:64][NH:63][CH2:62][CH2:61]2)[C:45]1=[O:66].CN(C(ON1N=NC2C=CC=CC1=2)=[N+](C)C)C.F[P-](F)(F)(F)(F)F.C(=O)(O)[O-].[Na+]. Product: [F:39][C:40]1[CH:41]=[C:42]([CH:67]=[C:68]([F:72])[C:69]=1[O:70][CH3:71])[CH2:43][N:44]1[C:49]2[CH:50]=[C:51]([C:53]3[CH:54]=[CH:55][CH:56]=[CH:57][CH:58]=3)[S:52][C:48]=2[C:47](=[O:59])[N:46]([CH:60]2[CH2:65][CH2:64][N:63]([C:29]([C:28]3[CH:32]=[CH:33][C:25]([C:19]4[C:20]5[CH:21]=[C:22]([O:23][CH3:24])[C:13]([O:12][CH2:10][CH3:11])=[CH:14][C:15]=5[C@H:16]5[CH2:37][S:36][CH2:35][CH2:34][C@H:17]5[N:18]=4)=[CH:26][CH:27]=3)=[O:30])[CH2:62][CH2:61]2)[C:45]1=[O:66]. The catalyst class is: 2.